Dataset: Full USPTO retrosynthesis dataset with 1.9M reactions from patents (1976-2016). Task: Predict the reactants needed to synthesize the given product. (1) Given the product [Cl:10][C:11]1[C:12]([CH3:16])=[N:13][N:14]([C:2]2[CH:8]=[CH:7][CH:6]=[C:5]([CH3:9])[C:3]=2[NH2:4])[CH:15]=1, predict the reactants needed to synthesize it. The reactants are: Br[C:2]1[CH:8]=[CH:7][CH:6]=[C:5]([CH3:9])[C:3]=1[NH2:4].[Cl:10][C:11]1[C:12]([CH3:16])=[N:13][NH:14][CH:15]=1.C(=O)([O-])[O-].[K+].[K+].CNCCNC. (2) The reactants are: Cl.[CH3:2][NH:3][CH3:4].C(N(CC)CC)C.Cl[C:13]1[CH:18]=[CH:17][C:16]([N+:19]([O-:21])=[O:20])=[C:15]([NH:22][CH2:23][CH3:24])[CH:14]=1.O. Given the product [CH2:23]([NH:22][C:15]1[CH:14]=[C:13]([N:3]([CH3:4])[CH3:2])[CH:18]=[CH:17][C:16]=1[N+:19]([O-:21])=[O:20])[CH3:24], predict the reactants needed to synthesize it. (3) Given the product [ClH:3].[NH2:5][C:6]1[N:11]=[CH:10][C:9](/[CH:12]=[CH:13]/[C:14]([N:37]([CH2:22][C:21]2[CH:25]=[CH:26][CH:27]=[C:28]([O:29][CH3:30])[C:20]=2[O:19][CH2:17][CH3:18])[CH3:35])=[O:16])=[CH:8][CH:7]=1, predict the reactants needed to synthesize it. The reactants are: C(Cl)C[Cl:3].[NH2:5][C:6]1[N:11]=[CH:10][C:9](/[CH:12]=[CH:13]/[C:14]([OH:16])=O)=[CH:8][CH:7]=1.[CH2:17]([O:19][C:20]1[C:28]([O:29][CH3:30])=[CH:27][CH:26]=[CH:25][C:21]=1[CH2:22]CN)[CH3:18].C1C=CC2N(O)N=[N:37][C:35]=2C=1.O.CCN(C(C)C)C(C)C.Cl. (4) Given the product [I:31][C:5]1[C:6](=[O:30])[NH:7][C:8]([C:10]2[CH:15]=[C:14]([S:16]([N:19]3[CH2:24][CH2:23][N:22]([CH3:25])[CH2:21][CH2:20]3)(=[O:18])=[O:17])[CH:13]=[CH:12][C:11]=2[O:26][CH2:27][CH2:28][CH3:29])=[N:9][C:4]=1[CH:1]([CH3:3])[CH3:2], predict the reactants needed to synthesize it. The reactants are: [CH:1]([C:4]1[N:9]=[C:8]([C:10]2[CH:15]=[C:14]([S:16]([N:19]3[CH2:24][CH2:23][N:22]([CH3:25])[CH2:21][CH2:20]3)(=[O:18])=[O:17])[CH:13]=[CH:12][C:11]=2[O:26][CH2:27][CH2:28][CH3:29])[NH:7][C:6](=[O:30])[CH:5]=1)([CH3:3])[CH3:2].[I:31]I. (5) The reactants are: F[C:2]1[CH:7]=[C:6]([F:8])[CH:5]=[CH:4][C:3]=1[C:9]1[N:14]=[CH:13][N:12]=[C:11]([NH:15][C:16]2[CH:21]=[CH:20][CH:19]=[C:18]([CH2:22][S:23]([CH3:26])(=[O:25])=[O:24])[CH:17]=2)[N:10]=1.[CH3:27][O:28][C:29]1[CH:30]=[C:31]([CH:34]=[CH:35][CH:36]=1)[CH2:32][OH:33]. Given the product [F:8][C:6]1[CH:5]=[CH:4][C:3]([C:9]2[N:14]=[CH:13][N:12]=[C:11]([NH:15][C:16]3[CH:21]=[CH:20][CH:19]=[C:18]([CH2:22][S:23]([CH3:26])(=[O:25])=[O:24])[CH:17]=3)[N:10]=2)=[C:2]([O:33][CH2:32][C:31]2[CH:34]=[CH:35][CH:36]=[C:29]([O:28][CH3:27])[CH:30]=2)[CH:7]=1, predict the reactants needed to synthesize it. (6) Given the product [C:1]([C:3]1[CH:4]=[C:5]([CH:28]=[CH:29][CH:30]=1)[C:6]([NH:8][C:9]1[CH:10]=[C:11]2[C:17]([CH:18]3[CH2:19][CH2:20][NH:21][CH2:22][CH2:23]3)=[CH:16][N:15]([CH3:27])[C:12]2=[N:13][CH:14]=1)=[O:7])#[N:2], predict the reactants needed to synthesize it. The reactants are: [C:1]([C:3]1[CH:4]=[C:5]([CH:28]=[CH:29][CH:30]=1)[C:6]([NH:8][C:9]1[CH:10]=[C:11]2[C:17]([CH:18]3[CH2:23][CH2:22][N:21](C([O-])=O)[CH2:20][CH2:19]3)=[CH:16][N:15]([CH3:27])[C:12]2=[N:13][CH:14]=1)=[O:7])#[N:2].Cl. (7) Given the product [CH3:39][C:30]1[C:31]([C:35]([F:36])([F:38])[F:37])=[CH:32][CH:33]=[CH:34][C:29]=1[CH2:28][N:7]1[C:6](=[O:8])[C:5]([C:9]([O:11][CH2:12][CH3:13])=[O:10])=[CH:4][N:3]([C:14]2[CH:15]=[C:16]3[C:20](=[CH:21][CH:22]=2)[N:19]([CH3:23])[C:18](=[O:24])[C:17]3([CH3:25])[CH3:26])[C:2]1=[O:1], predict the reactants needed to synthesize it. The reactants are: [O:1]=[C:2]1[NH:7][C:6](=[O:8])[C:5]([C:9]([O:11][CH2:12][CH3:13])=[O:10])=[CH:4][N:3]1[C:14]1[CH:15]=[C:16]2[C:20](=[CH:21][CH:22]=1)[N:19]([CH3:23])[C:18](=[O:24])[C:17]2([CH3:26])[CH3:25].Br[CH2:28][C:29]1[CH:34]=[CH:33][CH:32]=[C:31]([C:35]([F:38])([F:37])[F:36])[C:30]=1[CH3:39]. (8) The reactants are: [CH2:1]([O:8][C:9]([N:11]1[CH:15]([C:16](O)=[O:17])[CH2:14][O:13][C@H:12]1[C:19]1[CH:24]=[CH:23][N:22]=[CH:21][CH:20]=1)=[O:10])[C:2]1[CH:7]=[CH:6][CH:5]=[CH:4][CH:3]=1.CN(C(ON1N=NC2C=CC=NC1=2)=[N+](C)C)C.F[P-](F)(F)(F)(F)F.CCN(C(C)C)C(C)C.[NH2:58][C:59]1[S:60][CH:61]=[C:62]([C:64]2[CH:75]=[CH:74][C:67]([C:68]([NH:70][CH:71]3[CH2:73][CH2:72]3)=[O:69])=[CH:66][CH:65]=2)[N:63]=1. Given the product [CH2:1]([O:8][C:9]([N:11]1[CH:15]([C:16](=[O:17])[NH:58][C:59]2[S:60][CH:61]=[C:62]([C:64]3[CH:65]=[CH:66][C:67]([C:68](=[O:69])[NH:70][CH:71]4[CH2:73][CH2:72]4)=[CH:74][CH:75]=3)[N:63]=2)[CH2:14][O:13][CH:12]1[C:19]1[CH:24]=[CH:23][N:22]=[CH:21][CH:20]=1)=[O:10])[C:2]1[CH:3]=[CH:4][CH:5]=[CH:6][CH:7]=1, predict the reactants needed to synthesize it. (9) Given the product [NH2:1][C:2]1[N:3]([CH3:30])[C:4](=[O:29])[C:5]([C:20]2[CH:21]=[C:22]([CH:27]([OH:28])[CH2:31][CH3:32])[N:23]([CH2:25][CH3:26])[CH:24]=2)([C:7]2[CH:12]=[CH:11][CH:10]=[C:9]([C:13]3[C:14]([F:19])=[N:15][CH:16]=[CH:17][CH:18]=3)[CH:8]=2)[N:6]=1, predict the reactants needed to synthesize it. The reactants are: [NH2:1][C:2]1[N:3]([CH3:30])[C:4](=[O:29])[C:5]([C:20]2[CH:21]=[C:22]([CH:27]=[O:28])[N:23]([CH2:25][CH3:26])[CH:24]=2)([C:7]2[CH:12]=[CH:11][CH:10]=[C:9]([C:13]3[C:14]([F:19])=[N:15][CH:16]=[CH:17][CH:18]=3)[CH:8]=2)[N:6]=1.[CH3:31][CH2:32][Mg+].[Br-].[Cl-].[NH4+].